This data is from Reaction yield outcomes from USPTO patents with 853,638 reactions. The task is: Predict the reaction yield, written as a fraction of the theoretical maximum amount of product (1.0 means a 100% yield; for example, 0.34 means a 34% yield). The reactants are [OH:1][C:2]1[C:3](=[O:9])[CH:4]=[CH:5][CH:6]=[CH:7][CH:8]=1.[C:10]1([CH3:20])[CH:15]=[CH:14][C:13]([S:16](Cl)(=[O:18])=[O:17])=[CH:12][CH:11]=1. The catalyst is N1C=CC=CC=1. The product is [CH3:20][C:10]1[CH:15]=[CH:14][C:13]([S:16]([O:9][C:3]2[C:2](=[O:1])[CH:8]=[CH:7][CH:6]=[CH:5][CH:4]=2)(=[O:18])=[O:17])=[CH:12][CH:11]=1. The yield is 0.630.